From a dataset of Full USPTO retrosynthesis dataset with 1.9M reactions from patents (1976-2016). Predict the reactants needed to synthesize the given product. (1) Given the product [Cl:38][C:33]1[CH:34]=[CH:35][CH:36]=[CH:37][C:32]=1[N:29]1[C:25]2=[N:26][CH:27]=[N:28][C:23]([O:3][C@@H:4]([CH2:15][O:16][C@@H:17]([CH3:21])[CH2:18][O:19][CH3:20])[C:5]([NH:7][C:8]3[CH:13]=[N:12][C:11]([CH3:14])=[CH:10][N:9]=3)=[O:6])=[C:24]2[CH:31]=[N:30]1, predict the reactants needed to synthesize it. The reactants are: [H-].[Na+].[OH:3][C@@H:4]([CH2:15][O:16][C@@H:17]([CH3:21])[CH2:18][O:19][CH3:20])[C:5]([NH:7][C:8]1[CH:13]=[N:12][C:11]([CH3:14])=[CH:10][N:9]=1)=[O:6].Cl[C:23]1[N:28]=[CH:27][N:26]=[C:25]2[N:29]([C:32]3[CH:37]=[CH:36][CH:35]=[CH:34][C:33]=3[Cl:38])[N:30]=[CH:31][C:24]=12. (2) Given the product [CH3:16][NH2+:17][CH3:18].[C:1]([O-:12])(=[O:11])[CH2:2][CH2:3][CH2:4][CH2:5][CH2:6][CH2:7][CH2:8][CH2:9][CH3:10], predict the reactants needed to synthesize it. The reactants are: [C:1]([OH:12])(=[O:11])[CH2:2][CH2:3][CH2:4][CH2:5][CH2:6][CH2:7][CH2:8][CH2:9][CH3:10].C(=O)=O.[CH3:16][NH:17][CH3:18]. (3) Given the product [C:1]([O:5][C@@H:6]([C:10]1[C:19]([CH3:20])=[CH:18][C:17]2[C:12](=[CH:13][CH:14]=[C:15]([C:21]3[C:35]4[N:36]([CH:38]=[CH:39][N:40]=4)[CH:37]=[CH:23][N:22]=3)[CH:16]=2)[C:11]=1[C:27]1[CH:28]=[CH:29][C:30]([Cl:33])=[CH:31][CH:32]=1)[C:7]([OH:9])=[O:8])([CH3:3])([CH3:4])[CH3:2], predict the reactants needed to synthesize it. The reactants are: [C:1]([O:5][C@@H:6]([C:10]1[C:19]([CH3:20])=[CH:18][C:17]2[C:12](=[CH:13][CH:14]=[C:15]([C:21]3N=CC=[CH:23][N:22]=3)[CH:16]=2)[C:11]=1[C:27]1[CH:32]=[CH:31][C:30]([Cl:33])=[CH:29][CH:28]=1)[C:7]([OH:9])=[O:8])([CH3:4])([CH3:3])[CH3:2].Br[C:35]1[N:40]=[CH:39][CH:38]=[CH:37][N:36]=1. (4) Given the product [Cl:20][C:21]1[CH:26]=[C:25]([N+:27]([O-:29])=[O:28])[CH:24]=[CH:23][C:22]=1[NH:30][C:17]([C:15]1[C:14]2[C:9](=[CH:10][CH:11]=[CH:12][CH:13]=2)[N:8]=[C:7]([C:1]2[CH:2]=[CH:3][CH:4]=[CH:5][CH:6]=2)[CH:16]=1)=[O:19], predict the reactants needed to synthesize it. The reactants are: [C:1]1([C:7]2[CH:16]=[C:15]([C:17]([OH:19])=O)[C:14]3[C:9](=[CH:10][CH:11]=[CH:12][CH:13]=3)[N:8]=2)[CH:6]=[CH:5][CH:4]=[CH:3][CH:2]=1.[Cl:20][C:21]1[CH:26]=[C:25]([N+:27]([O-:29])=[O:28])[CH:24]=[CH:23][C:22]=1[NH2:30].CCN(CC)CC.CN(C(ON1N=NC2C=CC=CC1=2)=[N+](C)C)C.F[P-](F)(F)(F)(F)F. (5) Given the product [Cl:1][C:2]1[CH:7]=[CH:6][C:5]([C:8]2[C:9]([C:32]3[CH:33]=[CH:34][N:35]=[CH:36][CH:37]=3)=[N:10][N:11]3[C:16]([C:17]4[CH:18]=[CH:19][C:20]([N:23]5[CH2:29][CH:28]6[N:30]([CH3:31])[CH:25]([CH2:26][CH2:27]6)[CH2:24]5)=[CH:21][CH:22]=4)=[CH:15][CH:14]=[N:13][C:12]=23)=[CH:4][C:3]=1[OH:38], predict the reactants needed to synthesize it. The reactants are: [Cl:1][C:2]1[CH:7]=[CH:6][C:5]([C:8]2[C:9]([C:32]3[CH:37]=[CH:36][N:35]=[CH:34][CH:33]=3)=[N:10][N:11]3[C:16]([C:17]4[CH:22]=[CH:21][C:20]([N:23]5[CH2:29][CH:28]6[N:30]([CH3:31])[CH:25]([CH2:26][CH2:27]6)[CH2:24]5)=[CH:19][CH:18]=4)=[CH:15][CH:14]=[N:13][C:12]=23)=[CH:4][C:3]=1[O:38]C.B(Br)(Br)Br.